Dataset: Full USPTO retrosynthesis dataset with 1.9M reactions from patents (1976-2016). Task: Predict the reactants needed to synthesize the given product. (1) Given the product [Cl:1][C:2]1[CH:35]=[CH:34][CH:33]=[C:32]([F:36])[C:3]=1[CH2:4][N:5]1[C:13]2[C:12](=[O:14])[N:11]([CH2:15][CH3:16])[C:10](=[O:17])[N:9]([CH2:18][C:19]([OH:21])=[O:20])[C:8]=2[N:7]=[C:6]1[N:26]1[CH2:27][CH2:28][CH2:29][CH2:30][CH2:31]1, predict the reactants needed to synthesize it. The reactants are: [Cl:1][C:2]1[CH:35]=[CH:34][CH:33]=[C:32]([F:36])[C:3]=1[CH2:4][N:5]1[C:13]2[C:12](=[O:14])[N:11]([CH2:15][CH3:16])[C:10](=[O:17])[N:9]([CH2:18][C:19]([O:21]C(C)(C)C)=[O:20])[C:8]=2[N:7]=[C:6]1[N:26]1[CH2:31][CH2:30][CH2:29][CH2:28][CH2:27]1.C(O)(C(F)(F)F)=O. (2) Given the product [C:6]([C:10]1[O:14][N:13]=[C:12]([NH:15][C:16]([C@@H:18]2[CH2:23][CH2:22][CH2:21][CH2:20][N:19]2[C:24](=[O:27])[CH2:25][N:1]2[CH2:5][CH2:4][CH2:3][CH2:2]2)=[O:17])[CH:11]=1)([CH3:9])([CH3:7])[CH3:8], predict the reactants needed to synthesize it. The reactants are: [NH:1]1[CH2:5][CH2:4][CH2:3][CH2:2]1.[C:6]([C:10]1[O:14][N:13]=[C:12]([NH:15][C:16]([C@@H:18]2[CH2:23][CH2:22][CH2:21][CH2:20][N:19]2[C:24](=[O:27])[CH2:25]Cl)=[O:17])[CH:11]=1)([CH3:9])([CH3:8])[CH3:7]. (3) Given the product [OH:20][C:17]1([CH2:21][O:22][C:23]2[CH:28]=[CH:27][CH:26]=[CH:25][C:24]=2[F:29])[CH2:18][CH2:19][N:14]([CH2:13][CH2:12][C:10]2[NH:11][C:6](=[O:5])[CH:7]=[N:8][CH:9]=2)[CH2:15][CH2:16]1, predict the reactants needed to synthesize it. The reactants are: C([O:5][C:6]1[N:11]=[C:10]([CH2:12][CH2:13][N:14]2[CH2:19][CH2:18][C:17]([CH2:21][O:22][C:23]3[CH:28]=[CH:27][CH:26]=[CH:25][C:24]=3[F:29])([OH:20])[CH2:16][CH2:15]2)[CH:9]=[N:8][CH:7]=1)(C)(C)C.C(=O)(O)[O-].[Na+].ClCCl.